This data is from Forward reaction prediction with 1.9M reactions from USPTO patents (1976-2016). The task is: Predict the product of the given reaction. (1) Given the reactants Br[C:2]1[C:11]([O:12][CH3:13])=[C:10]2[C:5]([CH:6]=[CH:7][C:8]([CH3:14])=[N:9]2)=[CH:4][CH:3]=1.P([CH:28]1[CH2:33][CH2:32]CCC1)(C1CCCCC1)C1CCCCC1.C1(B(O)O)CC1.C(OCC)(=O)C, predict the reaction product. The product is: [CH:32]1([C:2]2[C:11]([O:12][CH3:13])=[C:10]3[C:5]([CH:6]=[CH:7][C:8]([CH3:14])=[N:9]3)=[CH:4][CH:3]=2)[CH2:33][CH2:28]1. (2) Given the reactants C(O)(=O)C.NN.C([O:10][C@@H:11]1[O:28][C@H:27]([CH2:29][O:30][C:31](=[O:33])[CH3:32])[C@H:22]([O:23][C:24](=[O:26])[CH3:25])[C@H:17]([O:18][C:19](=[O:21])[CH3:20])[C@H:12]1[O:13][C:14](=[O:16])[CH3:15])(=O)C, predict the reaction product. The product is: [C:14]([O:13][C@@H:12]1[C@@H:17]([O:18][C:19](=[O:21])[CH3:20])[C@@H:22]([O:23][C:24](=[O:26])[CH3:25])[C@@H:27]([CH2:29][O:30][C:31](=[O:33])[CH3:32])[O:28][CH:11]1[OH:10])(=[O:16])[CH3:15]. (3) Given the reactants [CH2:1]([O:8][C:9]1[CH:36]=[CH:35][C:12]([CH2:13][N:14]([CH2:27][CH2:28][C:29]2[CH:34]=[CH:33][CH:32]=[CH:31][N:30]=2)[C:15](=[O:26])[CH2:16][CH2:17][CH2:18][CH2:19][C:20]2[CH:25]=[CH:24][CH:23]=[CH:22][CH:21]=2)=[CH:11][C:10]=1[O:37][CH2:38][C:39]([OH:41])=O)[C:2]1[CH:7]=[CH:6][CH:5]=[CH:4][CH:3]=1.C(Cl)(=O)C(Cl)=O.C[N:49](C=O)C.[NH4+].[OH-], predict the reaction product. The product is: [CH2:1]([O:8][C:9]1[CH:36]=[CH:35][C:12]([CH2:13][N:14]([CH2:27][CH2:28][C:29]2[CH:34]=[CH:33][CH:32]=[CH:31][N:30]=2)[C:15](=[O:26])[CH2:16][CH2:17][CH2:18][CH2:19][C:20]2[CH:25]=[CH:24][CH:23]=[CH:22][CH:21]=2)=[CH:11][C:10]=1[O:37][CH2:38][C:39](=[O:41])[NH2:49])[C:2]1[CH:7]=[CH:6][CH:5]=[CH:4][CH:3]=1. (4) The product is: [CH3:6][CH:5]1[NH:7][C:8](=[O:9])[N:10]([C:11]2[CH:16]=[CH:15][CH:14]=[C:13]([CH2:17][C:18]3[C:27]4[CH2:26][CH2:25][CH2:24][CH2:23][C:22]=4[C:21](=[O:28])[NH:20][N:19]=3)[CH:12]=2)[C:4]1=[O:3]. Given the reactants C([O:3][C:4](=O)[CH:5]([NH:7][C:8]([NH:10][C:11]1[CH:16]=[CH:15][CH:14]=[C:13]([CH2:17][C:18]2[C:27]3[CH2:26][CH2:25][CH2:24][CH2:23][C:22]=3[C:21](=[O:28])[NH:20][N:19]=2)[CH:12]=1)=[O:9])[CH3:6])C.[OH-].[Na+], predict the reaction product. (5) Given the reactants Cl.I[C:3]1[CH:4]=[C:5]2[C:10](=[CH:11][CH:12]=1)[N:9]([CH2:13][C@@H:14]1[CH2:18][CH2:17][NH:16][CH2:15]1)[CH:8]=[C:7]([C:19]([O:21][CH2:22][CH3:23])=[O:20])[C:6]2=[O:24].[CH2:25]([NH:27][C:28]([NH:30][C:31]1[CH:36]=[C:35]([C:37]2[S:38][CH:39]=[C:40]([C:42]([F:45])([F:44])[F:43])[N:41]=2)[C:34](B2OC(C)(C)C(C)(C)O2)=[CH:33][N:32]=1)=[O:29])[CH3:26].C(=O)(O)[O-].[Na+], predict the reaction product. The product is: [CH2:25]([NH:27][C:28](=[O:29])[NH:30][C:31]1[N:32]=[CH:33][C:34]([C:3]2[CH:4]=[C:5]3[C:10](=[CH:11][CH:12]=2)[N:9]([CH2:13][C@@H:14]2[CH2:18][CH2:17][NH:16][CH2:15]2)[CH:8]=[C:7]([C:19]([O:21][CH2:22][CH3:23])=[O:20])[C:6]3=[O:24])=[C:35]([C:37]2[S:38][CH:39]=[C:40]([C:42]([F:45])([F:44])[F:43])[N:41]=2)[CH:36]=1)[CH3:26]. (6) Given the reactants [OH-].[Na+:2].[CH3:3][C:4]1[N:8]([CH2:9][CH2:10][C:11]2[CH:16]=[CH:15][C:14]([O:17][CH2:18][CH2:19][CH2:20][CH2:21][CH2:22][CH2:23][CH2:24][CH2:25][CH2:26][CH2:27][CH2:28][CH3:29])=[CH:13][CH:12]=2)[C:7]([C:30]2[CH:47]=[CH:46][C:33]([O:34][C@H:35]([CH2:39][C:40]3[CH:45]=[CH:44][CH:43]=[CH:42][CH:41]=3)[C:36]([OH:38])=[O:37])=[CH:32][CH:31]=2)=[CH:6][CH:5]=1, predict the reaction product. The product is: [CH3:3][C:4]1[N:8]([CH2:9][CH2:10][C:11]2[CH:12]=[CH:13][C:14]([O:17][CH2:18][CH2:19][CH2:20][CH2:21][CH2:22][CH2:23][CH2:24][CH2:25][CH2:26][CH2:27][CH2:28][CH3:29])=[CH:15][CH:16]=2)[C:7]([C:30]2[CH:47]=[CH:46][C:33]([O:34][C@H:35]([CH2:39][C:40]3[CH:41]=[CH:42][CH:43]=[CH:44][CH:45]=3)[C:36]([O-:38])=[O:37])=[CH:32][CH:31]=2)=[CH:6][CH:5]=1.[Na+:2]. (7) Given the reactants CC1(C)C(C)(C)OB(C2C=CC(SC)=C([C:17]([F:20])([F:19])[F:18])C=2)O1.[CH2:22]([S:24]([C:27]1[CH:32]=[CH:31][C:30]([C:33]2[C:38](C)=[C:37]([N+]([O-])=O)[CH:36]=[CH:35][C:34]=2[O:43][CH2:44][C:45]([OH:47])=[O:46])=[CH:29][CH:28]=1)(=O)=O)C, predict the reaction product. The product is: [CH3:22][S:24][C:27]1[CH:28]=[CH:29][C:30]([C:33]2[CH:38]=[C:37]([C:17]([F:20])([F:19])[F:18])[CH:36]=[CH:35][C:34]=2[O:43][CH2:44][C:45]([O:47][C:30]([CH3:33])([CH3:31])[CH3:29])=[O:46])=[C:31]([C:17]([F:18])([F:19])[F:20])[CH:32]=1.